This data is from Catalyst prediction with 721,799 reactions and 888 catalyst types from USPTO. The task is: Predict which catalyst facilitates the given reaction. Reactant: [NH2:1][N:2]1[CH:6]=[CH:5][CH:4]=[C:3]1[C:7]([NH:9][C:10]1[CH:15]=[CH:14][CH:13]=[CH:12][CH:11]=1)=[O:8].[C:16]([O:20][C:21]([NH:23][C@@H:24]([CH2:28][CH3:29])[C:25](O)=[O:26])=[O:22])([CH3:19])([CH3:18])[CH3:17].CCN=C=NCCCN(C)C.Cl. Product: [O:26]=[C:25]([NH:1][N:2]1[CH:6]=[CH:5][CH:4]=[C:3]1[C:7](=[O:8])[NH:9][C:10]1[CH:15]=[CH:14][CH:13]=[CH:12][CH:11]=1)[C@@H:24]([NH:23][C:21](=[O:22])[O:20][C:16]([CH3:19])([CH3:18])[CH3:17])[CH2:28][CH3:29]. The catalyst class is: 266.